Dataset: Peptide-MHC class I binding affinity with 185,985 pairs from IEDB/IMGT. Task: Regression. Given a peptide amino acid sequence and an MHC pseudo amino acid sequence, predict their binding affinity value. This is MHC class I binding data. The peptide sequence is FTYTGGYDV. The MHC is HLA-A68:02 with pseudo-sequence HLA-A68:02. The binding affinity (normalized) is 0.450.